This data is from Full USPTO retrosynthesis dataset with 1.9M reactions from patents (1976-2016). The task is: Predict the reactants needed to synthesize the given product. (1) Given the product [Cl:14][CH2:13][CH2:12][CH2:11][N:4]1[C:3](=[O:8])[C:2]([CH3:9])([CH3:1])[NH:6][C:5]1=[O:7], predict the reactants needed to synthesize it. The reactants are: [CH3:1][C:2]1([CH3:9])[NH:6][C:5](=[O:7])[NH:4][C:3]1=[O:8].Br[CH2:11][CH2:12][CH2:13][Cl:14].C([O-])([O-])=O.[Cs+].[Cs+].O. (2) Given the product [C:12]([O:16][C:17](=[O:18])[NH:19][CH:20]([CH3:24])[C:21](=[O:22])[NH:1][C:2]1[CH:7]=[N:6][CH:5]=[CH:4][N:3]=1)([CH3:15])([CH3:13])[CH3:14], predict the reactants needed to synthesize it. The reactants are: [NH2:1][C:2]1[CH:7]=[N:6][CH:5]=[CH:4][N:3]=1.C[Al](C)C.[C:12]([O:16][C:17]([NH:19][CH:20]([CH3:24])[C:21](O)=[O:22])=[O:18])([CH3:15])([CH3:14])[CH3:13]. (3) The reactants are: C([O:9][CH2:10][CH2:11][N:12]1[C:20]2[C:19](Cl)=[N:18][CH:17]=[N:16][C:15]=2[CH:14]=[CH:13]1)(=O)C1C=CC=CC=1.[NH2:22][C:23]1[CH:40]=[CH:39][C:26]([O:27][C:28]2[CH:36]=[C:35]3[C:31]([CH2:32][N:33]([CH3:38])[C:34]3=[O:37])=[CH:30][CH:29]=2)=[C:25]([Cl:41])[CH:24]=1.C(=O)([O-])O.[Na+]. Given the product [Cl:41][C:25]1[CH:24]=[C:23]([NH:22][C:19]2[C:20]3[N:12]([CH2:11][CH2:10][OH:9])[CH:13]=[CH:14][C:15]=3[N:16]=[CH:17][N:18]=2)[CH:40]=[CH:39][C:26]=1[O:27][C:28]1[CH:36]=[C:35]2[C:31]([CH2:32][N:33]([CH3:38])[C:34]2=[O:37])=[CH:30][CH:29]=1, predict the reactants needed to synthesize it. (4) Given the product [CH:26]1([C@H:32]2[CH2:37][C@H:36]([C:6](=[O:8])[CH2:5][C:4]([O:10][CH2:11][CH3:12])=[O:9])[CH2:35][CH2:34][N:33]2[C:41]([O:43][CH3:44])=[O:42])[CH2:27][CH2:28][CH2:29][CH2:30][CH2:31]1, predict the reactants needed to synthesize it. The reactants are: [Cl-].[Mg+2].[Cl-].[C:4]([OH:10])(=[O:9])[CH2:5][C:6]([OH:8])=O.[CH2:11]([K])[CH3:12].N1(C(N2C=CN=C2)=O)C=CN=C1.[CH:26]1([CH:32]2[CH2:37][CH:36](C(O)=O)[CH2:35][CH2:34][N:33]2[C:41]([O:43][CH3:44])=[O:42])[CH2:31][CH2:30][CH2:29][CH2:28][CH2:27]1. (5) Given the product [F:11][C:12]1[CH:18]=[CH:17][C:15]([NH:16][C:2]2[N:7]=[C:6]([CH2:8][OH:9])[CH:5]=[C:4]([CH3:10])[N:3]=2)=[CH:14][CH:13]=1, predict the reactants needed to synthesize it. The reactants are: Cl[C:2]1[N:7]=[C:6]([CH2:8][OH:9])[CH:5]=[C:4]([CH3:10])[N:3]=1.[F:11][C:12]1[CH:18]=[CH:17][C:15]([NH2:16])=[CH:14][CH:13]=1.